This data is from Forward reaction prediction with 1.9M reactions from USPTO patents (1976-2016). The task is: Predict the product of the given reaction. (1) Given the reactants [Cl:1][C:2]1[N:7]=[N:6][C:5]([NH:8][N:9]=[C:10]([C:24]2[CH:29]=[CH:28][C:27]([N+:30]([O-:32])=[O:31])=[CH:26][CH:25]=2)[C:11]2[C:12]([CH2:20][CH:21](O)[CH3:22])=[CH:13][C:14]3[O:18][CH2:17][O:16][C:15]=3[CH:19]=2)=[CH:4][CH:3]=1.C1(P(C2C=CC=CC=2)C2C=CC=CC=2)C=CC=CC=1.N(C(OCC)=O)=NC(OCC)=O, predict the reaction product. The product is: [Cl:1][C:2]1[N:7]=[N:6][C:5]([N:8]2[CH:21]([CH3:22])[CH2:20][C:12]3[CH:13]=[C:14]4[O:18][CH2:17][O:16][C:15]4=[CH:19][C:11]=3[C:10]([C:24]3[CH:25]=[CH:26][C:27]([N+:30]([O-:32])=[O:31])=[CH:28][CH:29]=3)=[N:9]2)=[CH:4][CH:3]=1. (2) Given the reactants C([O-])([O-])=O.[K+].[K+].[Cl:7][C:8]1[C:9]2[C:16](F)=[CH:15][CH:14]=[C:13]([C:18]#[N:19])[C:10]=2[S:11][CH:12]=1.[NH2:20][C@@H:21]([C:25]([OH:27])=[O:26])[C@H:22]([CH3:24])[OH:23], predict the reaction product. The product is: [Cl:7][C:8]1[C:9]2[C:16]([NH:20][C@H:21]([C@@H:22]([OH:23])[CH3:24])[C:25]([OH:27])=[O:26])=[CH:15][CH:14]=[C:13]([C:18]#[N:19])[C:10]=2[S:11][CH:12]=1. (3) Given the reactants [Cl-].[CH2:2]([O:4][CH2:5][N+:6]1([CH3:11])[CH2:10][CH2:9][CH2:8][CH2:7]1)[CH3:3].[FH:12], predict the reaction product. The product is: [FH:12].[F-:12].[CH2:2]([O:4][CH2:5][N+:6]1([CH3:11])[CH2:10][CH2:9][CH2:8][CH2:7]1)[CH3:3]. (4) Given the reactants [Cl:1][C:2]1[CH:3]=[C:4]2[C:8](=[CH:9][CH:10]=1)[C:7](=[O:11])[C:6]([F:16])([S:12]([CH3:15])(=[O:14])=[O:13])[CH2:5]2.[CH3:17][Mg]Br, predict the reaction product. The product is: [Cl:1][C:2]1[CH:3]=[C:4]2[C:8](=[CH:9][CH:10]=1)[C:7]([CH3:17])([OH:11])[C:6]([F:16])([S:12]([CH3:15])(=[O:13])=[O:14])[CH2:5]2. (5) Given the reactants [C:1]1([CH2:7][CH2:8][OH:9])[CH:6]=[CH:5][CH:4]=[CH:3][CH:2]=1.[CH2:34]([O:33]P([O:33][CH2:34][CH2:35][CH2:36][CH2:37][CH2:38][CH2:39][CH2:40]C(C)C)[O:33][CH2:34][CH2:35][CH2:36][CH2:37][CH2:38][CH2:39][CH2:40]C(C)C)[CH2:35][CH2:36][CH2:37][CH2:38][CH2:39][CH2:40]C(C)C, predict the reaction product. The product is: [C:34]([O:9][CH2:8][CH2:7][C:1]1[CH:6]=[CH:5][CH:4]=[CH:3][CH:2]=1)(=[O:33])[C:35]1[CH:36]=[CH:37][CH:38]=[CH:39][CH:40]=1. (6) Given the reactants [CH3:1][O:2][C:3]([C:5]1[C:10]([NH2:11])=[N:9][C:8]([C:12]([O:14]CC)=[CH2:13])=[C:7]([Cl:17])[N:6]=1)=[O:4].O.C1(C)C=CC(S(O)(=O)=O)=CC=1.C([O-])(O)=O.[Na+], predict the reaction product. The product is: [CH3:1][O:2][C:3]([C:5]1[C:10]([NH2:11])=[N:9][C:8]([C:12](=[O:14])[CH3:13])=[C:7]([Cl:17])[N:6]=1)=[O:4].